Dataset: Reaction yield outcomes from USPTO patents with 853,638 reactions. Task: Predict the reaction yield, written as a fraction of the theoretical maximum amount of product (1.0 means a 100% yield; for example, 0.34 means a 34% yield). (1) The reactants are [O:1]1[C:5]2[CH:6]=[CH:7][C:8]([S:10][C:11]3[N:12]([CH2:21][CH2:22][CH2:23][CH2:24][CH2:25][N:26]4[C:34](=[O:35])[C:33]5[C:28](=[CH:29][CH:30]=[CH:31][CH:32]=5)[C:27]4=[O:36])[C:13]4[N:14]=[CH:15][NH:16][C:17](=[O:20])[C:18]=4[N:19]=3)=[CH:9][C:4]=2[O:3][CH2:2]1.C([O-])([O-])=O.[K+].[K+].Cl[C:44]1[CH:49]=[CH:48][C:47]([N+:50]([O-:52])=[O:51])=[CH:46][C:45]=1[N+:53]([O-:55])=[O:54]. The catalyst is CN(C=O)C. The product is [O:1]1[C:5]2[CH:6]=[CH:7][C:8]([S:10][C:11]3[N:12]([CH2:21][CH2:22][CH2:23][CH2:24][CH2:25][N:26]4[C:34](=[O:35])[C:33]5[C:28](=[CH:29][CH:30]=[CH:31][CH:32]=5)[C:27]4=[O:36])[C:13]4[N:14]=[CH:15][N:16]([C:48]5[CH:49]=[CH:44][C:45]([N+:53]([O-:55])=[O:54])=[CH:46][C:47]=5[N+:50]([O-:52])=[O:51])[C:17](=[O:20])[C:18]=4[N:19]=3)=[CH:9][C:4]=2[O:3][CH2:2]1. The yield is 0.840. (2) The reactants are [Cl:1][C:2]1[C:7]([CH2:8][CH2:9][N:10]2C(=O)C3C(=CC=CC=3)C2=O)=[C:6]([NH:21][C@@H:22]2[C:30]3[C:25](=[CH:26][CH:27]=[CH:28][CH:29]=3)[CH2:24][CH2:23]2)[N:5]=[CH:4][N:3]=1.O.NN. The catalyst is C(O)C. The product is [NH2:10][CH2:9][CH2:8][C:7]1[C:6]([NH:21][C@@H:22]2[C:30]3[C:25](=[CH:26][CH:27]=[CH:28][CH:29]=3)[CH2:24][CH2:23]2)=[N:5][CH:4]=[N:3][C:2]=1[Cl:1]. The yield is 0.500. (3) The reactants are [C:1]([O:9][C@@H:10]1[C@@H:33]([O:34][C:35](=[O:42])[C:36]2[CH:41]=[CH:40][CH:39]=[CH:38][CH:37]=2)[C@H:32]([O:43][C:44](=[O:51])[C:45]2[CH:50]=[CH:49][CH:48]=[CH:47][CH:46]=2)[C@@H:31]([C@@H:52]([CH3:62])[O:53][C:54](=[O:61])[C:55]2[CH:60]=[CH:59][CH:58]=[CH:57][CH:56]=2)[O:30][C@H:11]1[O:12][C:13]1[CH:18]=[C:17]([CH2:19][OH:20])[CH:16]=[CH:15][C:14]=1[CH2:21][C:22]1[CH:27]=[CH:26][C:25]([O:28][CH3:29])=[CH:24][CH:23]=1)(=[O:8])[C:2]1[CH:7]=[CH:6][CH:5]=[CH:4][CH:3]=1. The catalyst is C(Cl)(Cl)Cl.[O-2].[O-2].[Mn+4]. The product is [C:1]([O:9][C@@H:10]1[C@@H:33]([O:34][C:35](=[O:42])[C:36]2[CH:41]=[CH:40][CH:39]=[CH:38][CH:37]=2)[C@H:32]([O:43][C:44](=[O:51])[C:45]2[CH:46]=[CH:47][CH:48]=[CH:49][CH:50]=2)[C@@H:31]([C@@H:52]([CH3:62])[O:53][C:54](=[O:61])[C:55]2[CH:60]=[CH:59][CH:58]=[CH:57][CH:56]=2)[O:30][C@H:11]1[O:12][C:13]1[CH:18]=[C:17]([CH:19]=[O:20])[CH:16]=[CH:15][C:14]=1[CH2:21][C:22]1[CH:23]=[CH:24][C:25]([O:28][CH3:29])=[CH:26][CH:27]=1)(=[O:8])[C:2]1[CH:3]=[CH:4][CH:5]=[CH:6][CH:7]=1. The yield is 0.940. (4) The reactants are [CH2:1]([S:3]([C:6]1[CH:11]=[CH:10][C:9]([O:12]C)=[CH:8][CH:7]=1)(=[O:5])=[O:4])[CH3:2].B(Br)(Br)Br. The catalyst is C(Cl)Cl. The product is [CH2:1]([S:3]([C:6]1[CH:11]=[CH:10][C:9]([OH:12])=[CH:8][CH:7]=1)(=[O:5])=[O:4])[CH3:2]. The yield is 0.645. (5) The reactants are [NH2:1][C:2]1[N:6]([C:7]2[CH:8]=[C:9]([CH:13]=[CH:14][C:15]=2[CH3:16])[C:10](O)=[O:11])[N:5]=[CH:4][C:3]=1[C:17](=[O:26])[C:18]1[CH:23]=[CH:22][CH:21]=[C:20]([O:24][CH3:25])[CH:19]=1.C[CH2:28][N:29]=C=NCCCN(C)C.C1C=CC2N(O)N=NC=2C=1.C(N(C(C)C)CC)(C)C.Cl.CN. The catalyst is CN(C=O)C.CCOC(C)=O. The product is [NH2:1][C:2]1[N:6]([C:7]2[CH:8]=[C:9]([CH:13]=[CH:14][C:15]=2[CH3:16])[C:10]([NH:29][CH3:28])=[O:11])[N:5]=[CH:4][C:3]=1[C:17](=[O:26])[C:18]1[CH:23]=[CH:22][CH:21]=[C:20]([O:24][CH3:25])[CH:19]=1. The yield is 0.320. (6) The reactants are I[C:2]1[C:10]2[C:5](=[CH:6][C:7]([C@H:11]3[C@@:13]4([C:21]5[C:16](=[CH:17][CH:18]=[C:19]([O:22][CH3:23])[CH:20]=5)[NH:15][C:14]4=[O:24])[CH2:12]3)=[CH:8][CH:9]=2)[NH:4][N:3]=1.[C:25]([C:27]1[CH:34]=[CH:33][C:30]([CH:31]=[O:32])=[CH:29][CH:28]=1)#[CH:26].CN(C=O)C. The catalyst is Cl[Pd](Cl)([P](C1C=CC=CC=1)(C1C=CC=CC=1)C1C=CC=CC=1)[P](C1C=CC=CC=1)(C1C=CC=CC=1)C1C=CC=CC=1.[Cu]I.CCN(CC)CC. The product is [CH3:23][O:22][C:19]1[CH:20]=[C:21]2[C:16](=[CH:17][CH:18]=1)[NH:15][C:14](=[O:24])[C@:13]12[CH2:12][C@H:11]1[C:7]1[CH:6]=[C:5]2[C:10]([C:2]([C:26]#[C:25][C:27]3[CH:34]=[CH:33][C:30]([CH:31]=[O:32])=[CH:29][CH:28]=3)=[N:3][NH:4]2)=[CH:9][CH:8]=1. The yield is 0.630. (7) The reactants are [CH2:1]([O:3][C:4](=[O:19])[CH2:5][C:6]1[NH:11][C:10]2[CH:12]=[CH:13][C:14]([N+:16]([O-])=O)=[CH:15][C:9]=2[S:8][CH:7]=1)[CH3:2].[Sn](Cl)Cl.Cl. The catalyst is C(O)C. The product is [CH2:1]([O:3][C:4](=[O:19])[CH2:5][C:6]1[NH:11][C:10]2[CH:12]=[CH:13][C:14]([NH2:16])=[CH:15][C:9]=2[S:8][CH:7]=1)[CH3:2]. The yield is 0.460. (8) The reactants are [CH:1]([N:14]1[CH2:17][CH:16]([OH:18])[CH2:15]1)([C:8]1[CH:13]=[CH:12][CH:11]=[CH:10][CH:9]=1)[C:2]1[CH:7]=[CH:6][CH:5]=[CH:4][CH:3]=1.[H-].[Na+].[CH3:21]I. The catalyst is C(Cl)Cl. The product is [CH:1]([N:14]1[CH2:17][CH:16]([O:18][CH3:21])[CH2:15]1)([C:8]1[CH:13]=[CH:12][CH:11]=[CH:10][CH:9]=1)[C:2]1[CH:3]=[CH:4][CH:5]=[CH:6][CH:7]=1. The yield is 0.450. (9) The reactants are [H-].C([Al+]CC(C)C)C(C)C.C([N:14]1[C:18]([CH:19]2[CH2:21][CH2:20]2)=[CH:17][C:16]([NH:22][C:23]2[C:28](/[CH:29]=[CH:30]/[C:31](OC)=[O:32])=[CH:27][N:26]=[C:25]([C:35]3[CH:40]=[CH:39][CH:38]=[CH:37][CH:36]=3)[N:24]=2)=[N:15]1)(=O)C.[H-].[OH-].[Na+]. The catalyst is C1COCC1.CCCCCC. The product is [CH:19]1([C:18]2[NH:14][N:15]=[C:16]([NH:22][C:23]3[C:28](/[CH:29]=[CH:30]/[CH2:31][OH:32])=[CH:27][N:26]=[C:25]([C:35]4[CH:36]=[CH:37][CH:38]=[CH:39][CH:40]=4)[N:24]=3)[CH:17]=2)[CH2:21][CH2:20]1. The yield is 0.960. (10) The reactants are [Cl:1][C:2]1[CH:3]=[CH:4][C:5]([OH:8])=[N:6][CH:7]=1.[CH2:9]([NH:16][C:17]([C:19]1[S:23][C:22](Br)=[N:21][C:20]=1[CH3:25])=[O:18])[C:10]1[CH:15]=[CH:14][CH:13]=[CH:12][CH:11]=1. No catalyst specified. The product is [CH2:9]([NH:16][C:17]([C:19]1[S:23][C:22]([N:6]2[CH:7]=[C:2]([Cl:1])[CH:3]=[CH:4][C:5]2=[O:8])=[N:21][C:20]=1[CH3:25])=[O:18])[C:10]1[CH:11]=[CH:12][CH:13]=[CH:14][CH:15]=1. The yield is 0.300.